From a dataset of Catalyst prediction with 721,799 reactions and 888 catalyst types from USPTO. Predict which catalyst facilitates the given reaction. (1) Reactant: [O:1]1[CH2:5][CH2:4][O:3][CH:2]1[CH2:6][CH:7]([C:9]1([OH:23])[CH2:12][N:11](C(OCC2C=CC=CC=2)=O)[CH2:10]1)[OH:8]. Product: [O:1]1[CH2:5][CH2:4][O:3][CH:2]1[CH2:6][CH:7]([C:9]1([OH:23])[CH2:12][NH:11][CH2:10]1)[OH:8]. The catalyst class is: 19. (2) Reactant: [C:1]1([C:7]([C:15]2[CH:20]=[CH:19][CH:18]=[CH:17][CH:16]=2)=[N:8][N:9]([CH3:14])/[C:10](=[N:12]\[OH:13])/[NH2:11])[CH:6]=[CH:5][CH:4]=[CH:3][CH:2]=1.C1N=CN([C:26](N2C=NC=C2)=[O:27])C=1. Product: [C:15]1([C:7]([C:1]2[CH:2]=[CH:3][CH:4]=[CH:5][CH:6]=2)=[N:8][N:9]([C:10]2[NH:11][C:26](=[O:27])[O:13][N:12]=2)[CH3:14])[CH:16]=[CH:17][CH:18]=[CH:19][CH:20]=1. The catalyst class is: 1.